From a dataset of Reaction yield outcomes from USPTO patents with 853,638 reactions. Predict the reaction yield, written as a fraction of the theoretical maximum amount of product (1.0 means a 100% yield; for example, 0.34 means a 34% yield). The reactants are [Cl:1][C:2]1[CH:7]=[CH:6][C:5]([C:8]2[N:12]([C:13]3[CH:18]=[CH:17][C:16]([Cl:19])=[CH:15][C:14]=3[Cl:20])[N:11]=[C:10]([C:21]3[NH:25][N:24]=[N:23][N:22]=3)[C:9]=2[CH3:26])=[CH:4][CH:3]=1.C(=O)([O-])[O-].[K+].[K+].I[CH2:34][CH2:35][CH3:36]. The catalyst is CN(C)C=O. The product is [Cl:1][C:2]1[CH:7]=[CH:6][C:5]([C:8]2[N:12]([C:13]3[CH:18]=[CH:17][C:16]([Cl:19])=[CH:15][C:14]=3[Cl:20])[N:11]=[C:10]([C:21]3[N:25]([CH2:34][CH2:35][CH3:36])[N:24]=[N:23][N:22]=3)[C:9]=2[CH3:26])=[CH:4][CH:3]=1. The yield is 0.370.